From a dataset of Peptide-MHC class I binding affinity with 185,985 pairs from IEDB/IMGT. Regression. Given a peptide amino acid sequence and an MHC pseudo amino acid sequence, predict their binding affinity value. This is MHC class I binding data. (1) The peptide sequence is SHDLAPQFL. The MHC is HLA-C04:01 with pseudo-sequence HLA-C04:01. The binding affinity (normalized) is 0.0847. (2) The peptide sequence is NTKSDIDVIK. The MHC is HLA-A68:01 with pseudo-sequence HLA-A68:01. The binding affinity (normalized) is 1.00. (3) The peptide sequence is PQVLGGLSF. The MHC is HLA-A03:01 with pseudo-sequence HLA-A03:01. The binding affinity (normalized) is 0.0847. (4) The peptide sequence is FQWHEAMFL. The MHC is HLA-A02:12 with pseudo-sequence HLA-A02:12. The binding affinity (normalized) is 0.898. (5) The peptide sequence is QINELHHSK. The MHC is HLA-B48:01 with pseudo-sequence HLA-B48:01. The binding affinity (normalized) is 0.0847. (6) The peptide sequence is FGGGPWWEV. The MHC is HLA-A02:01 with pseudo-sequence HLA-A02:01. The binding affinity (normalized) is 0.763. (7) The peptide sequence is YGVYIVVGV. The MHC is Mamu-B6601 with pseudo-sequence Mamu-B6601. The binding affinity (normalized) is 1.00.